The task is: Predict the product of the given reaction.. This data is from Forward reaction prediction with 1.9M reactions from USPTO patents (1976-2016). (1) Given the reactants [NH2:1][CH:2]([C:5]1[N:14]([C:15]2[CH:20]=[CH:19][CH:18]=[CH:17][CH:16]=2)[C:13](=[O:21])[C:12]2[C:7](=[CH:8][CH:9]=[CH:10][C:11]=2[CH3:22])[N:6]=1)[CH2:3][CH3:4].Br[C:24]1[N:32]=[CH:31][N:30]=[C:29]2[C:25]=1[NH:26][CH:27]=[N:28]2.C(N(C(C)C)CC)(C)C, predict the reaction product. The product is: [CH3:22][C:11]1[CH:10]=[CH:9][CH:8]=[C:7]2[C:12]=1[C:13](=[O:21])[N:14]([C:15]1[CH:16]=[CH:17][CH:18]=[CH:19][CH:20]=1)[C:5]([CH:2]([NH:1][C:24]1[N:32]=[CH:31][N:30]=[C:29]3[C:25]=1[N:26]=[CH:27][NH:28]3)[CH2:3][CH3:4])=[N:6]2. (2) Given the reactants [NH2:1][C:2]1[C:7]([NH:8][C:9](=O)[CH3:10])=[CH:6][CH:5]=[CH:4][N:3]=1.[H-].[Al+3].[Li+].[H-].[H-].[H-], predict the reaction product. The product is: [CH2:9]([NH:8][C:7]1[C:2]([NH2:1])=[N:3][CH:4]=[CH:5][CH:6]=1)[CH3:10]. (3) Given the reactants Br[C:2]1[CH:7]=[CH:6][C:5]([S:8]([NH:11][CH3:12])(=[O:10])=[O:9])=[CH:4][CH:3]=1.[NH2:13][C:14]1[CH:15]=[C:16](B(O)O)[CH:17]=[CH:18][CH:19]=1.C(=O)([O-])[O-].[K+].[K+].O, predict the reaction product. The product is: [NH2:13][C:14]1[CH:19]=[C:18]([C:2]2[CH:7]=[CH:6][C:5]([S:8]([NH:11][CH3:12])(=[O:10])=[O:9])=[CH:4][CH:3]=2)[CH:17]=[CH:16][CH:15]=1. (4) Given the reactants C([Si]([O:8][CH2:9][CH2:10][C@H:11]1[C@H:15]([C:16]2[CH:21]=[CH:20][CH:19]=[CH:18][CH:17]=2)[O:14][C:13]([CH3:23])([CH3:22])[O:12]1)(C)C)(C)(C)C.C([Si](OCC[C@@H]1[C@@H](C2C=CC=CC=2)OC(C)(C)O1)(C)C)(C)(C)C, predict the reaction product. The product is: [C:16]1([C@@H:15]2[O:14][C:13]([CH3:22])([CH3:23])[O:12][C@H:11]2[CH2:10][CH2:9][OH:8])[CH:17]=[CH:18][CH:19]=[CH:20][CH:21]=1. (5) Given the reactants [CH3:1][O:2][C:3]1[N:8]=[C:7](/[CH:9]=[C:10](/[C:20](=[O:24])[CH:21]([CH3:23])[CH3:22])\[C:11]([NH:13][C:14]2[CH:19]=[CH:18][CH:17]=[CH:16][CH:15]=2)=[O:12])[CH:6]=[CH:5][N:4]=1.C(N(CC)CC)C.[F:32][C:33]1[CH:40]=[CH:39][C:36]([CH:37]=[O:38])=[CH:35][CH:34]=1, predict the reaction product. The product is: [F:32][C:33]1[CH:40]=[CH:39][C:36]([C:37](=[O:38])[CH:9]([CH:10]([C:20](=[O:24])[CH:21]([CH3:22])[CH3:23])[C:11]([NH:13][C:14]2[CH:19]=[CH:18][CH:17]=[CH:16][CH:15]=2)=[O:12])[C:7]2[CH:6]=[CH:5][N:4]=[C:3]([O:2][CH3:1])[N:8]=2)=[CH:35][CH:34]=1. (6) Given the reactants O[CH:2]=[C:3]1[C:11]2[C:6](=[CH:7][C:8]([C:12]([C:14]3[CH:15]=[C:16]([NH:20][C:21]([C:23]4[N:24]([CH3:29])[N:25]=[C:26]([CH3:28])[CH:27]=4)=[O:22])[CH:17]=[CH:18][CH:19]=3)=[O:13])=[CH:9][CH:10]=2)[NH:5][C:4]1=[O:30].[C:31]([O:35][C:36](=[O:46])[NH:37][CH2:38][C:39]1[CH:44]=[CH:43][C:42]([NH2:45])=[CH:41][CH:40]=1)([CH3:34])([CH3:33])[CH3:32], predict the reaction product. The product is: [C:31]([O:35][C:36](=[O:46])[NH:37][CH2:38][C:39]1[CH:40]=[CH:41][C:42]([NH:45][CH:2]=[C:3]2[C:11]3[C:6](=[CH:7][C:8]([C:12](=[O:13])[C:14]4[CH:19]=[CH:18][CH:17]=[C:16]([NH:20][C:21]([C:23]5[N:24]([CH3:29])[N:25]=[C:26]([CH3:28])[CH:27]=5)=[O:22])[CH:15]=4)=[CH:9][CH:10]=3)[NH:5][C:4]2=[O:30])=[CH:43][CH:44]=1)([CH3:34])([CH3:32])[CH3:33]. (7) The product is: [Cl:1][C:2]1[C:3]([C:11]2[CH:12]=[C:13]([N:17]3[CH:22]=[C:21]([O:23][CH2:24][C:25]4[CH:30]=[CH:29][C:28]([O:31][CH3:32])=[CH:27][CH:26]=4)[C:20](=[O:33])[CH:19]=[C:18]3[CH:34]=[O:35])[CH:14]=[CH:15][CH:16]=2)=[C:4]2[CH:10]=[CH:9][NH:8][C:5]2=[N:6][CH:7]=1. Given the reactants [Cl:1][C:2]1[C:3]([C:11]2[CH:12]=[C:13]([N:17]3[CH:22]=[C:21]([O:23][CH2:24][C:25]4[CH:30]=[CH:29][C:28]([O:31][CH3:32])=[CH:27][CH:26]=4)[C:20](=[O:33])[CH:19]=[C:18]3[CH2:34][OH:35])[CH:14]=[CH:15][CH:16]=2)=[C:4]2[CH:10]=[CH:9][NH:8][C:5]2=[N:6][CH:7]=1.I(C1C=CC=CC=1C(O)=O)(=O)=O, predict the reaction product. (8) Given the reactants [Br:1][C:2]1[C:3](Cl)=[N:4][CH:5]=[C:6]([C:8]([F:11])([F:10])[F:9])[CH:7]=1.[CH2:13]([NH:15][CH2:16][C@H:17]1[CH2:22][CH2:21][C@H:20]([CH2:23]O)[CH2:19][CH2:18]1)[CH3:14].[C:25](=O)([O-])[O-:26].[K+].[K+].O, predict the reaction product. The product is: [Br:1][C:2]1[C:3]([CH2:14][CH2:13][NH:15][CH2:16][C@H:17]2[CH2:18][CH2:19][C@H:20]([CH2:23][CH2:25][OH:26])[CH2:21][CH2:22]2)=[N:4][CH:5]=[C:6]([C:8]([F:11])([F:10])[F:9])[CH:7]=1.